This data is from Forward reaction prediction with 1.9M reactions from USPTO patents (1976-2016). The task is: Predict the product of the given reaction. (1) Given the reactants [NH2:1][C:2]1[C:11]2[C:6](=[CH:7][CH:8]=[CH:9][C:10]=2[O:12][CH2:13][C@@H:14]([NH2:17])[CH2:15][CH3:16])[N:5]=[C:4]([CH3:18])[C:3]=1[C:19]([O:21][CH2:22][CH3:23])=[O:20].[OH:24][C:25]1[CH:26]=[C:27]([CH:31]=[C:32]([OH:34])[CH:33]=1)[C:28](O)=[O:29], predict the reaction product. The product is: [NH2:1][C:2]1[C:11]2[C:6](=[CH:7][CH:8]=[CH:9][C:10]=2[O:12][CH2:13][C@@H:14]([NH:17][C:28](=[O:29])[C:27]2[CH:26]=[C:25]([OH:24])[CH:33]=[C:32]([OH:34])[CH:31]=2)[CH2:15][CH3:16])[N:5]=[C:4]([CH3:18])[C:3]=1[C:19]([O:21][CH2:22][CH3:23])=[O:20]. (2) Given the reactants [F:1][C:2]([F:23])([F:22])[C:3]([C:5]1[C:14]2[O:13][CH2:12][CH2:11][N:10]([C:15]([O:17][C:18]([CH3:21])([CH3:20])[CH3:19])=[O:16])[CH2:9][C:8]=2[S:7][CH:6]=1)=[CH2:4], predict the reaction product. The product is: [F:23][C:2]([F:1])([F:22])[CH:3]([C:5]1[C:14]2[O:13][CH2:12][CH2:11][N:10]([C:15]([O:17][C:18]([CH3:20])([CH3:19])[CH3:21])=[O:16])[CH2:9][C:8]=2[S:7][CH:6]=1)[CH3:4]. (3) Given the reactants [CH3:1][C:2]1[C:3](=[O:11])[CH2:4][C@H:5]([C:8]([CH3:10])=[CH2:9])[CH2:6][CH:7]=1.[SH:12][CH2:13][CH2:14][C:15]([O:17][CH3:18])=[O:16].CC1C(=O)CC(C(C)=C)CC=1, predict the reaction product. The product is: [CH3:1][CH:2]1[C:3](=[O:11])[CH2:4][C@H:5]([C:8]([CH3:10])=[CH2:9])[CH2:6][CH:7]1[S:12][CH2:13][CH2:14][C:15]([O:17][CH3:18])=[O:16]. (4) Given the reactants C([O:3][C:4](=[O:31])[CH2:5][C:6]1[N:14]2[C:9]([CH:10]=[C:11]([C:15]#[N:16])[CH:12]=[CH:13]2)=[C:8]([S:17][C:18]2[CH:23]=[CH:22][C:21]([NH:24][S:25]([CH2:28][CH3:29])(=[O:27])=[O:26])=[CH:20][CH:19]=2)[C:7]=1[CH3:30])C.[OH-].[Na+], predict the reaction product. The product is: [C:15]([C:11]1[CH:12]=[CH:13][N:14]2[C:9]([CH:10]=1)=[C:8]([S:17][C:18]1[CH:23]=[CH:22][C:21]([NH:24][S:25]([CH2:28][CH3:29])(=[O:26])=[O:27])=[CH:20][CH:19]=1)[C:7]([CH3:30])=[C:6]2[CH2:5][C:4]([OH:31])=[O:3])#[N:16]. (5) Given the reactants [Br:1][C:2]1[CH:7]=[CH:6][C:5]([N+:8]([O-:10])=[O:9])=[C:4](F)[CH:3]=1.C(N(C(C)C)CC)(C)C.[NH2:21][C:22]1[CH:27]=[CH:26][CH:25]=[CH:24][CH:23]=1.O, predict the reaction product. The product is: [Br:1][C:2]1[CH:7]=[CH:6][C:5]([N+:8]([O-:10])=[O:9])=[C:4]([NH:21][C:22]2[CH:27]=[CH:26][CH:25]=[CH:24][CH:23]=2)[CH:3]=1. (6) Given the reactants [O:1]=[C:2]1[O:6][C@H:5]([C:7]([OH:9])=O)[CH2:4][CH2:3]1.[NH2:10][C:11]1[C:20]2[N:21]=[C:22]([CH2:27][CH2:28][CH2:29][CH3:30])[N:23]([CH2:24][CH2:25][NH2:26])[C:19]=2[C:18]2[N:17]=[CH:16][CH:15]=[CH:14][C:13]=2[N:12]=1.Cl.CON(OC)CCCN=C=NCC, predict the reaction product. The product is: [NH2:10][C:11]1[C:20]2[N:21]=[C:22]([CH2:27][CH2:28][CH2:29][CH3:30])[N:23]([CH2:24][CH2:25][NH:26][C:7]([CH:5]3[CH2:4][CH2:3][C:2](=[O:1])[O:6]3)=[O:9])[C:19]=2[C:18]2[N:17]=[CH:16][CH:15]=[CH:14][C:13]=2[N:12]=1. (7) Given the reactants [CH3:1][O:2][C:3](=[O:25])[C:4]([C:6]1[C:15]2[C:10](=[CH:11][CH:12]=[CH:13][CH:14]=2)[C:9]([O:16][CH2:17][CH2:18][N:19]2[CH2:24][CH2:23][O:22][CH2:21][CH2:20]2)=[CH:8][CH:7]=1)=[O:5], predict the reaction product. The product is: [CH3:1][O:2][C:3](=[O:25])[CH:4]([OH:5])[C:6]1[C:15]2[C:10](=[CH:11][CH:12]=[CH:13][CH:14]=2)[C:9]([O:16][CH2:17][CH2:18][N:19]2[CH2:20][CH2:21][O:22][CH2:23][CH2:24]2)=[CH:8][CH:7]=1.